From a dataset of Reaction yield outcomes from USPTO patents with 853,638 reactions. Predict the reaction yield, written as a fraction of the theoretical maximum amount of product (1.0 means a 100% yield; for example, 0.34 means a 34% yield). (1) The reactants are Cl.C([N:5]1[CH:10]([CH2:11][C:12]2[CH:17]=[CH:16][CH:15]=[CH:14][CH:13]=2)[C:9](=[O:18])[NH:8][C:7](=[CH:19][C:20]2[CH:25]=[CH:24][CH:23]=[CH:22][C:21]=2[Br:26])[C:6]1=[O:27])(=O)C. The catalyst is C1COCC1. The product is [CH2:11]([CH:10]1[NH:5][C:6](=[O:27])[C:7](=[CH:19][C:20]2[CH:25]=[CH:24][CH:23]=[CH:22][C:21]=2[Br:26])[NH:8][C:9]1=[O:18])[C:12]1[CH:17]=[CH:16][CH:15]=[CH:14][CH:13]=1. The yield is 0.750. (2) The reactants are [F:1][C:2]1[CH:7]=[CH:6][C:5]([CH2:8][C:9]([N:11]2[CH2:15][CH:14]([O:16][C:17](=[O:22])[C:18]([CH3:21])([CH3:20])[CH3:19])[CH2:13][N:12]2[C:23]([C:25]2[CH:30]=[CH:29][N:28]=[C:27]([S:31][CH3:32])[N:26]=2)=O)=[O:10])=[CH:4][CH:3]=1.[H-].[Na+]. The catalyst is C1COCC1. The product is [F:1][C:2]1[CH:3]=[CH:4][C:5]([C:8]2[C:9](=[O:10])[N:11]3[CH2:15][CH:14]([O:16][C:17](=[O:22])[C:18]([CH3:19])([CH3:21])[CH3:20])[CH2:13][N:12]3[C:23]=2[C:25]2[CH:30]=[CH:29][N:28]=[C:27]([S:31][CH3:32])[N:26]=2)=[CH:6][CH:7]=1. The yield is 0.300. (3) The reactants are FC(F)(F)S(O[C:7]1[CH:8]=[N:9][C:10]([Cl:23])=[CH:11][C:12]=1[C:13]1[NH:14][C:15]2[C:20]([CH:21]=1)=[C:19]([F:22])[CH:18]=[CH:17][CH:16]=2)(=O)=O.[CH2:26]([Sn](CCCC)(CCCC)/C=C\C)[CH2:27][CH2:28]C.[Li+].[Cl-]. The catalyst is CN(C=O)C.Cl[Pd](Cl)([P](C1C=CC=CC=1)(C1C=CC=CC=1)C1C=CC=CC=1)[P](C1C=CC=CC=1)(C1C=CC=CC=1)C1C=CC=CC=1. The product is [Cl:23][C:10]1[CH:11]=[C:12]([C:13]2[NH:14][C:15]3[C:20]([CH:21]=2)=[C:19]([F:22])[CH:18]=[CH:17][CH:16]=3)[C:7](/[CH:26]=[CH:27]\[CH3:28])=[CH:8][N:9]=1. The yield is 0.619. (4) The reactants are [F:1][C:2]1([F:21])[CH2:7][CH2:6][N:5]([C:8]2[CH:17]=[N:16][CH:15]=[C:14]3[C:9]=2[CH:10]=[C:11]([C:18](O)=[O:19])[CH:12]=[N:13]3)[CH2:4][CH2:3]1.C(N1C=CN=C1)([N:24]1C=CN=C1)=O.[Cl-].[NH4+].C(N(CC)CC)C. The catalyst is ClCCl. The product is [F:1][C:2]1([F:21])[CH2:7][CH2:6][N:5]([C:8]2[CH:17]=[N:16][CH:15]=[C:14]3[C:9]=2[CH:10]=[C:11]([C:18]([NH2:24])=[O:19])[CH:12]=[N:13]3)[CH2:4][CH2:3]1. The yield is 0.520. (5) The reactants are [H-].[H-].[H-].[H-].[Li+].[Al+3].C[O:8][C:9](=O)[C:10]1[CH:15]=[C:14]([C:16]#[N:17])[CH:13]=[CH:12][C:11]=1[CH2:18][N:19]([CH2:28][C:29]1[C:34]([CH:35]([CH3:37])[CH3:36])=[CH:33][CH:32]=[CH:31][N:30]=1)[CH2:20][C:21]1[C:26]([CH3:27])=[CH:25][CH:24]=[CH:23][N:22]=1.C(C(C(C([O-])=O)O)O)([O-])=O.[K+].[Na+]. The catalyst is C1COCC1. The product is [NH2:17][CH2:16][C:14]1[CH:13]=[CH:12][C:11]([CH2:18][N:19]([CH2:20][C:21]2[C:26]([CH3:27])=[CH:25][CH:24]=[CH:23][N:22]=2)[CH2:28][C:29]2[C:34]([CH:35]([CH3:37])[CH3:36])=[CH:33][CH:32]=[CH:31][N:30]=2)=[C:10]([CH2:9][OH:8])[CH:15]=1. The yield is 0.170. (6) The reactants are [C:1]([O:7][CH2:8][CH3:9])(=[O:6])[C:2]#[C:3][CH2:4][CH3:5].I[C:11]1[CH:16]=[CH:15][C:14]([O:17][CH2:18][O:19][CH3:20])=[CH:13][CH:12]=1.[CH3:21][C:22]1[CH:27]=[CH:26][CH:25]=[CH:24][C:23]=1B(O)O.C([O-])([O-])=O.[K+].[K+]. The catalyst is CN(C=O)C.C1C=CC(C#N)=CC=1.C1C=CC(C#N)=CC=1.Cl[Pd]Cl.O. The product is [CH3:20][O:19][CH2:18][O:17][C:14]1[CH:15]=[CH:16][C:11](/[C:2](=[C:3](\[C:23]2[CH:24]=[CH:25][CH:26]=[CH:27][C:22]=2[CH3:21])/[CH2:4][CH3:5])/[C:1]([O:7][CH2:8][CH3:9])=[O:6])=[CH:12][CH:13]=1. The yield is 0.270. (7) The reactants are C[O:2][C:3]1[CH:8]=[CH:7][CH:6]=[CH:5][C:4]=1[C:9]([C:11]1[CH:12]=[N:13][C:14]2[C:19]([C:20]=1[C:21]1[CH:26]=[CH:25][CH:24]=[CH:23][CH:22]=1)=[CH:18][CH:17]=[CH:16][C:15]=2[C:27]([F:30])([F:29])[F:28])=[O:10].Cl.N1C=CC=CC=1. No catalyst specified. The product is [OH:2][C:3]1[CH:8]=[CH:7][CH:6]=[CH:5][C:4]=1[C:9]([C:11]1[CH:12]=[N:13][C:14]2[C:19]([C:20]=1[C:21]1[CH:22]=[CH:23][CH:24]=[CH:25][CH:26]=1)=[CH:18][CH:17]=[CH:16][C:15]=2[C:27]([F:30])([F:28])[F:29])=[O:10]. The yield is 0.810.